This data is from Full USPTO retrosynthesis dataset with 1.9M reactions from patents (1976-2016). The task is: Predict the reactants needed to synthesize the given product. (1) The reactants are: [OH:1][C:2]1[CH:11]=[CH:10][CH:9]=[C:8]2[C:3]=1[N:4]=[CH:5][CH:6]=[N:7]2.[P:12](Cl)(Cl)(Cl)=[O:13].Cl.[CH:18]([O:21][C:22](=[O:26])[C@H:23]([CH3:25])[NH2:24])([CH3:20])[CH3:19].FC1C(O)=C(F)C(F)=C(F)C=1F.[F:39][C@:40]1([CH3:56])[C@H:44]([OH:45])[C@@H:43]([CH2:46][OH:47])[O:42][C@H:41]1[N:48]1[CH:55]=[CH:54][C:52](=[O:53])[NH:51][C:49]1=[O:50]. Given the product [CH:18]([O:21][C:22](=[O:26])[C@@H:23]([NH:24][P:12]([O:1][C:2]1[CH:11]=[CH:10][CH:9]=[C:8]2[C:3]=1[N:4]=[CH:5][CH:6]=[N:7]2)([O:47][CH2:46][C@@H:43]1[C@@H:44]([OH:45])[C@:40]([F:39])([CH3:56])[C@H:41]([N:48]2[CH:55]=[CH:54][C:52](=[O:53])[NH:51][C:49]2=[O:50])[O:42]1)=[O:13])[CH3:25])([CH3:20])[CH3:19], predict the reactants needed to synthesize it. (2) The reactants are: CC1C=CC(S(O[CH2:12][CH2:13][C@H:14]2[CH2:17][CH2:16][O:15]2)(=O)=O)=CC=1.[N-:18]=[N+:19]=[N-:20].[Na+].O. Given the product [N:18]([CH2:12][CH2:13][C@H:14]1[CH2:17][CH2:16][O:15]1)=[N+:19]=[N-:20], predict the reactants needed to synthesize it. (3) The reactants are: [Br:1][C:2]1[CH:11]=[C:10]2[C:5]([N:6]=[CH:7][C:8](Cl)=[N:9]2)=[CH:4][CH:3]=1.[C:13]([O-])([O-])=[O:14].[K+].[K+]. Given the product [Br:1][C:2]1[CH:11]=[C:10]2[C:5]([N:6]=[CH:7][C:8]([O:14][CH3:13])=[N:9]2)=[CH:4][CH:3]=1, predict the reactants needed to synthesize it.